Predict the product of the given reaction. From a dataset of Forward reaction prediction with 1.9M reactions from USPTO patents (1976-2016). (1) Given the reactants C([O:3][CH:4](OCC)[C:5]1[C:10]([F:11])=[CH:9][C:8]([C:12]([OH:15])([CH3:14])[CH3:13])=[CH:7][C:6]=1[F:16])C, predict the reaction product. The product is: [F:11][C:10]1[CH:9]=[C:8]([C:12]([OH:15])([CH3:14])[CH3:13])[CH:7]=[C:6]([F:16])[C:5]=1[CH:4]=[O:3]. (2) Given the reactants Cl.[CH3:2][O:3][C:4]([CH:6]1[CH2:9][NH:8][CH2:7]1)=[O:5].Cl[C:11]1[N:16]=[CH:15][CH:14]=[CH:13][N:12]=1, predict the reaction product. The product is: [CH3:2][O:3][C:4]([CH:6]1[CH2:9][N:8]([C:11]2[N:16]=[CH:15][CH:14]=[CH:13][N:12]=2)[CH2:7]1)=[O:5]. (3) Given the reactants BrC1C=NC2C3C=CC(S(C)=O)=CC=3N([C@H:18]([C:25]3[CH:30]=[CH:29][CH:28]=[CH:27][CH:26]=3)[CH:19]3[CH2:24][CH2:23][O:22][CH2:21][CH2:20]3)C=2C=1.[CH3:31][N:32]1[C:36]([C:37]2[CH:49]=[N:48][C:47]3[C:46]4[CH:45]=[C:44]([S:50]([CH3:53])(=[O:52])=[O:51])[CH:43]=[CH:42][C:41]=4[NH:40][C:39]=3[CH:38]=2)=[C:35]([CH3:54])[N:34]=[N:33]1, predict the reaction product. The product is: [CH3:53][S:50]([C:44]1[CH:43]=[CH:42][C:41]2[N:40]([C@@H:18]([CH:19]3[CH2:24][CH2:23][O:22][CH2:21][CH2:20]3)[C:25]3[CH:30]=[CH:29][CH:28]=[CH:27][CH:26]=3)[C:39]3[CH:38]=[C:37]([C:36]4[N:32]([CH3:31])[N:33]=[N:34][C:35]=4[CH3:54])[CH:49]=[N:48][C:47]=3[C:46]=2[CH:45]=1)(=[O:52])=[O:51]. (4) Given the reactants Cl[C:2]1[CH:7]=[CH:6][C:5]([CH2:8][N:9]2[C:13]([CH3:14])=[CH:12][C:11]([C:15]3[O:19][N:18]=[C:17]([C:20]4[CH:25]=[CH:24][C:23]([S:26]([C:29]([F:32])([F:31])[F:30])(=[O:28])=[O:27])=[CH:22][CH:21]=4)[N:16]=3)=[N:10]2)=[CH:4][N+:3]=1[O-:33].[N:34]1([CH2:39][CH2:40][NH2:41])[CH2:38][CH2:37][CH2:36][CH2:35]1, predict the reaction product. The product is: [CH3:14][C:13]1[N:9]([CH2:8][C:5]2[CH:4]=[N+:3]([O-:33])[C:2]([NH:41][CH2:40][CH2:39][N:34]3[CH2:38][CH2:37][CH2:36][CH2:35]3)=[CH:7][CH:6]=2)[N:10]=[C:11]([C:15]2[O:19][N:18]=[C:17]([C:20]3[CH:25]=[CH:24][C:23]([S:26]([C:29]([F:32])([F:31])[F:30])(=[O:28])=[O:27])=[CH:22][CH:21]=3)[N:16]=2)[CH:12]=1. (5) Given the reactants [F:1][C:2]1[CH:7]=[CH:6][C:5]([CH3:8])=[CH:4][C:3]=1[NH:9][C:10]([NH:12][C:13]1[CH:33]=[CH:32][C:16]([O:17][C:18]2[CH:23]=[CH:22][N:21]=[C:20]([C:24]3[NH:28][CH:27]=[C:26]([C:29]([OH:31])=[O:30])[CH:25]=3)[CH:19]=2)=[CH:15][CH:14]=1)=[O:11].[CH2:34](O)[CH2:35][OH:36].Cl.C(N=C=NCCCN(C)C)C.Cl, predict the reaction product. The product is: [F:1][C:2]1[CH:7]=[CH:6][C:5]([CH3:8])=[CH:4][C:3]=1[NH:9][C:10]([NH:12][C:13]1[CH:14]=[CH:15][C:16]([O:17][C:18]2[CH:23]=[CH:22][N:21]=[C:20]([C:24]3[NH:28][CH:27]=[C:26]([C:29]([O:31][CH2:34][CH2:35][OH:36])=[O:30])[CH:25]=3)[CH:19]=2)=[CH:32][CH:33]=1)=[O:11]. (6) The product is: [CH:33]([O:32][C:30]([NH:29][C:28]1[CH:46]=[CH:47][N:24]([CH2:23][C:22]([N:6]([CH2:7][CH2:8][NH:9][S:10]([C:13]2[CH:18]=[CH:17][CH:16]=[CH:15][C:14]=2[N+:19]([O-:21])=[O:20])(=[O:11])=[O:12])[CH2:5][C:4]([OH:49])=[O:3])=[O:48])[C:25](=[O:26])[N:27]=1)=[O:31])([C:40]1[CH:41]=[CH:42][CH:43]=[CH:44][CH:45]=1)[C:34]1[CH:35]=[CH:36][CH:37]=[CH:38][CH:39]=1. Given the reactants C([O:3][C:4](=[O:49])[CH2:5][N:6]([C:22](=[O:48])[CH2:23][N:24]1[CH:47]=[CH:46][C:28]([NH:29][C:30]([O:32][CH:33]([C:40]2[CH:45]=[CH:44][CH:43]=[CH:42][CH:41]=2)[C:34]2[CH:39]=[CH:38][CH:37]=[CH:36][CH:35]=2)=[O:31])=[N:27][C:25]1=[O:26])[CH2:7][CH2:8][NH:9][S:10]([C:13]1[CH:18]=[CH:17][CH:16]=[CH:15][C:14]=1[N+:19]([O-:21])=[O:20])(=[O:12])=[O:11])C.[OH-].[Li+].Cl.[Cl-].[Na+], predict the reaction product.